Dataset: Reaction yield outcomes from USPTO patents with 853,638 reactions. Task: Predict the reaction yield, written as a fraction of the theoretical maximum amount of product (1.0 means a 100% yield; for example, 0.34 means a 34% yield). (1) The reactants are [NH2:1][C:2]1[S:3][C:4]2[CH:10]=[C:9]([C:11]([OH:13])=O)[CH:8]=[CH:7][C:5]=2[N:6]=1.[C:14]([O:18][C:19](=[O:28])[NH:20][C:21]1[CH:26]=[CH:25][CH:24]=[CH:23][C:22]=1[NH2:27])([CH3:17])([CH3:16])[CH3:15].F[P-](F)(F)(F)(F)F.N1(O[P+](N(C)C)(N(C)C)N(C)C)C2C=CC=CC=2N=N1.CCN(CC)CC. The catalyst is CN(C=O)C. The product is [C:14]([O:18][C:19](=[O:28])[NH:20][C:21]1[CH:26]=[CH:25][CH:24]=[CH:23][C:22]=1[NH:27][C:11]([C:9]1[CH:8]=[CH:7][C:5]2[N:6]=[C:2]([NH2:1])[S:3][C:4]=2[CH:10]=1)=[O:13])([CH3:17])([CH3:15])[CH3:16]. The yield is 0.520. (2) The reactants are [NH2:1][C:2]1[CH:3]=[C:4]([CH:21]=[CH:22][C:23]=1[CH3:24])[O:5][C:6]1[CH:7]=[CH:8][C:9]2[N:10]([CH:12]=[C:13]([NH:15][C:16]([CH:18]3[CH2:20][CH2:19]3)=[O:17])[N:14]=2)[N:11]=1.[CH3:25][N:26]1[C:30]([C:31](Cl)=[O:32])=[CH:29][C:28]([CH3:34])=[N:27]1.C(N(CC)CC)C. The catalyst is O1CCCC1.C(=O)([O-])O.[Na+]. The product is [CH:18]1([C:16]([NH:15][C:13]2[N:14]=[C:9]3[CH:8]=[CH:7][C:6]([O:5][C:4]4[CH:21]=[CH:22][C:23]([CH3:24])=[C:2]([NH:1][C:31]([C:30]5[N:26]([CH3:25])[N:27]=[C:28]([CH3:34])[CH:29]=5)=[O:32])[CH:3]=4)=[N:11][N:10]3[CH:12]=2)=[O:17])[CH2:20][CH2:19]1. The yield is 0.770. (3) The reactants are [N:1]1([C:7]2[CH:12]=[CH:11][C:10]([C:13]3[C:17]4[CH2:18][C:19]5[S:20][C:21]([C:24]6[CH:25]=[CH:26][C:27]([NH2:30])=[N:28][CH:29]=6)=[CH:22][C:23]=5[C:16]=4[N:15](COCC[Si](C)(C)C)[N:14]=3)=[CH:9][CH:8]=2)[CH2:6][CH2:5][O:4][CH2:3][CH2:2]1.[ClH:39]. The catalyst is CO. The product is [ClH:39].[N:1]1([C:7]2[CH:8]=[CH:9][C:10]([C:13]3[C:17]4[CH2:18][C:19]5[S:20][C:21]([C:24]6[CH:25]=[CH:26][C:27]([NH2:30])=[N:28][CH:29]=6)=[CH:22][C:23]=5[C:16]=4[NH:15][N:14]=3)=[CH:11][CH:12]=2)[CH2:2][CH2:3][O:4][CH2:5][CH2:6]1. The yield is 0.610. (4) The reactants are [C:1]([C:4]1[CH:5]=[C:6]([CH:12]=[CH:13][CH:14]=1)[C:7]([N:9]([CH3:11])[CH3:10])=[O:8])(=[O:3])[CH3:2].[Br:15]Br. The catalyst is C(Cl)Cl. The product is [Br:15][CH2:2][C:1]([C:4]1[CH:5]=[C:6]([CH:12]=[CH:13][CH:14]=1)[C:7]([N:9]([CH3:11])[CH3:10])=[O:8])=[O:3]. The yield is 0.830. (5) The reactants are Cl[C:2]1[N:7]=[C:6]([N:8]2[CH2:13][CH2:12][O:11][CH2:10][CH2:9]2)[N:5]=[C:4]([N:14]2[C:18]3[CH:19]=[CH:20][CH:21]=[C:22]([O:23][CH3:24])[C:17]=3[N:16]=[C:15]2[CH:25]([F:27])[F:26])[N:3]=1.[NH2:28][C@H:29]1[CH2:34][CH2:33][CH2:32][N:31]([C:35]([O:37][C:38]([CH3:41])([CH3:40])[CH3:39])=[O:36])[CH2:30]1. No catalyst specified. The product is [F:26][CH:25]([F:27])[C:15]1[N:14]([C:4]2[N:5]=[C:6]([N:8]3[CH2:13][CH2:12][O:11][CH2:10][CH2:9]3)[N:7]=[C:2]([NH:28][C@H:29]3[CH2:34][CH2:33][CH2:32][N:31]([C:35]([O:37][C:38]([CH3:41])([CH3:40])[CH3:39])=[O:36])[CH2:30]3)[N:3]=2)[C:18]2[CH:19]=[CH:20][CH:21]=[C:22]([O:23][CH3:24])[C:17]=2[N:16]=1. The yield is 0.900. (6) The reactants are [NH:1]1[CH:5]=[C:4]([C:6]2[CH:7]=[CH:8][C:9]3[N:10]([C:12]([CH2:15][C:16]4[CH:17]=[C:18]5[C:23](=[CH:24][CH:25]=4)[N:22]=[CH:21][CH:20]=[CH:19]5)=[N:13][N:14]=3)[N:11]=2)[CH:3]=[N:2]1.CCN(C(C)C)C(C)C.[CH3:35][S:36](Cl)(=[O:38])=[O:37]. The catalyst is C(Cl)Cl. The product is [CH3:35][S:36]([N:1]1[CH:5]=[C:4]([C:6]2[CH:7]=[CH:8][C:9]3[N:10]([C:12]([CH2:15][C:16]4[CH:17]=[C:18]5[C:23](=[CH:24][CH:25]=4)[N:22]=[CH:21][CH:20]=[CH:19]5)=[N:13][N:14]=3)[N:11]=2)[CH:3]=[N:2]1)(=[O:38])=[O:37]. The yield is 0.310.